From a dataset of Full USPTO retrosynthesis dataset with 1.9M reactions from patents (1976-2016). Predict the reactants needed to synthesize the given product. (1) Given the product [C:1]([Si:5]([C:24]1[CH:29]=[CH:28][CH:27]=[CH:26][CH:25]=1)([C:18]1[CH:23]=[CH:22][CH:21]=[CH:20][CH:19]=1)[O:6][C:7]1[CH:12]=[CH:11][C:10]([C:31]2[CH:37]=[CH:36][CH:35]=[CH:34][C:32]=2[NH2:33])=[CH:9][C:8]=1[O:16][CH3:17])([CH3:4])([CH3:3])[CH3:2], predict the reactants needed to synthesize it. The reactants are: [C:1]([Si:5]([C:24]1[CH:29]=[CH:28][CH:27]=[CH:26][CH:25]=1)([C:18]1[CH:23]=[CH:22][CH:21]=[CH:20][CH:19]=1)[O:6][C:7]1[CH:12]=[CH:11][C:10](B(O)O)=[CH:9][C:8]=1[O:16][CH3:17])([CH3:4])([CH3:3])[CH3:2].I[C:31]1[CH:37]=[CH:36][CH:35]=[CH:34][C:32]=1[NH2:33].C([O-])([O-])=O.[K+].[K+]. (2) Given the product [Cl-:24].[F:1][C:2]1[CH:19]=[CH:18][CH:17]=[CH:16][C:3]=1[CH2:4][N:5]1[C:13]2[C:8](=[CH:9][CH:10]=[CH:11][CH:12]=2)[C:7]([C:14]([NH2:25])=[NH2+:15])=[N:6]1, predict the reactants needed to synthesize it. The reactants are: [F:1][C:2]1[CH:19]=[CH:18][CH:17]=[CH:16][C:3]=1[CH2:4][N:5]1[C:13]2[C:8](=[CH:9][CH:10]=[CH:11][CH:12]=2)[C:7]([C:14]#[N:15])=[N:6]1.C[O-].[Na+].[Na].[Cl-:24].[NH4+:25]. (3) Given the product [Cl:19][C:20]1[C:32]([C:3]2[CH:4]=[C:5]([Cl:9])[CH:6]=[C:7]([Cl:8])[C:2]=2[Cl:1])=[CH:31][C:23]2[NH:24][C:25]([C:27]([F:29])([F:30])[F:28])=[N:26][C:22]=2[CH:21]=1, predict the reactants needed to synthesize it. The reactants are: [Cl:1][C:2]1[C:7]([Cl:8])=[CH:6][C:5]([Cl:9])=[CH:4][C:3]=1B(O)O.O1CCOCC1.[Cl:19][C:20]1[C:32](I)=[CH:31][C:23]2[NH:24][C:25]([C:27]([F:30])([F:29])[F:28])=[N:26][C:22]=2[CH:21]=1.C(=O)([O-])[O-].[Na+].[Na+]. (4) Given the product [C:18]([C:16]1[S:17][C:13]([C:9]2[CH:10]=[C:11]([Cl:12])[C:5]3[O:4][CH:3]([CH2:2][NH:1][C:54](=[O:55])/[CH:21]=[CH:22]/[C:35]4[C:36]([CH3:37])=[N:38][C:32]([NH2:44])=[CH:33][CH:34]=4)[CH2:7][C:6]=3[CH:8]=2)=[CH:14][CH:15]=1)(=[O:20])[CH3:19], predict the reactants needed to synthesize it. The reactants are: [NH2:1][CH2:2][CH:3]1[CH2:7][C:6]2[CH:8]=[C:9]([C:13]3[S:17][C:16]([C:18](=[O:20])[CH3:19])=[CH:15][CH:14]=3)[CH:10]=[C:11]([Cl:12])[C:5]=2[O:4]1.[CH3:21][CH2:22]N=C=NCCCN(C)C.[CH:32]1[CH:33]=[CH:34][C:35]2N(O)N=[N:38][C:36]=2[CH:37]=1.CC[N:44](C(C)C)C(C)C.CN([CH:54]=[O:55])C. (5) Given the product [CH3:1][C@@H:2]([O:10][C:11]([C:13]1[CH:14]=[CH:15][C:16]([C:19]2[CH:20]=[CH:21][C:22]([OH:25])=[CH:23][CH:24]=2)=[CH:17][CH:18]=1)=[O:12])[CH2:3][CH2:4][CH2:5][CH2:6][CH2:7][CH2:8][CH3:9], predict the reactants needed to synthesize it. The reactants are: [CH3:1][C@@H:2]([O:10][C:11]([C:13]1[CH:18]=[CH:17][C:16]([C:19]2[CH:24]=[CH:23][C:22]([O:25]C(=O)C)=[CH:21][CH:20]=2)=[CH:15][CH:14]=1)=[O:12])[CH2:3][CH2:4][CH2:5][CH2:6][CH2:7][CH2:8][CH3:9].C1(C)C=CC=CC=1.CN. (6) Given the product [Cl:1][C:2]1[N:3]=[C:4]([CH3:13])[C:5]([C:9]([O:11][CH3:12])=[O:10])=[C:6]([NH:14][C:15]2[CH:16]=[C:17]([CH3:21])[CH:18]=[CH:19][CH:20]=2)[N:7]=1, predict the reactants needed to synthesize it. The reactants are: [Cl:1][C:2]1[N:7]=[C:6](Cl)[C:5]([C:9]([O:11][CH3:12])=[O:10])=[C:4]([CH3:13])[N:3]=1.[NH2:14][C:15]1[CH:20]=[CH:19][CH:18]=[C:17]([CH3:21])[CH:16]=1.C(N(C(C)C)C(C)C)C. (7) Given the product [CH2:1]([O:5][C:6]1[CH:7]=[C:8](/[CH:13]=[C:14](\[O:18][CH2:19][CH3:20])/[C:15]([OH:17])=[O:16])[CH:9]=[CH:10][C:11]=1[C:33]1[CH:34]=[CH:35][CH:36]=[C:31]([N:22]([CH3:21])[C:23]([NH:25][CH2:26][CH2:27][CH2:28][CH2:29][CH3:30])=[O:24])[CH:32]=1)[CH2:2][CH2:3][CH3:4], predict the reactants needed to synthesize it. The reactants are: [CH2:1]([O:5][C:6]1[CH:7]=[C:8](/[CH:13]=[C:14](\[O:18][CH2:19][CH3:20])/[C:15]([OH:17])=[O:16])[CH:9]=[CH:10][C:11]=1I)[CH2:2][CH2:3][CH3:4].[CH3:21][N:22]([C:31]1[CH:32]=[C:33](B(O)O)[CH:34]=[CH:35][CH:36]=1)[C:23]([NH:25][CH2:26][CH2:27][CH2:28][CH2:29][CH3:30])=[O:24].C(=O)([O-])[O-].[K+].[K+].O.